This data is from Catalyst prediction with 721,799 reactions and 888 catalyst types from USPTO. The task is: Predict which catalyst facilitates the given reaction. (1) Reactant: [C:1]([N:5]1[CH2:10][CH2:9][N:8](C(OC(C)(C)C)=O)[C@@H:7]([C:18]([N:20]2[CH2:25][CH2:24][NH:23][CH2:22][CH2:21]2)=[O:19])[CH2:6]1)([CH3:4])([CH3:3])[CH3:2].[Cl:26][C:27]1[S:31][C:30]([NH:32][C:33](=[O:41])OC2C=CC=CC=2)=[N:29][C:28]=1[C:42]([F:45])([F:44])[F:43]. Product: [C:1]([N:5]1[CH2:10][CH2:9][NH:8][C@@H:7]([C:18]([N:20]2[CH2:25][CH2:24][N:23]([C:33]([NH:32][C:30]3[S:31][C:27]([Cl:26])=[C:28]([C:42]([F:43])([F:44])[F:45])[N:29]=3)=[O:41])[CH2:22][CH2:21]2)=[O:19])[CH2:6]1)([CH3:4])([CH3:2])[CH3:3]. The catalyst class is: 1. (2) Reactant: [H-].[H-].[H-].[H-].[Li+].[Al+3].[CH2:7]([N:14]1[CH2:19][CH2:18][C:17](=[N:20]O)[C:16]([F:23])([F:22])[CH2:15]1)[C:8]1[CH:13]=[CH:12][CH:11]=[CH:10][CH:9]=1.O.[OH-].[Na+]. Product: [CH2:7]([N:14]1[CH2:19][CH2:18][CH:17]([NH2:20])[C:16]([F:23])([F:22])[CH2:15]1)[C:8]1[CH:9]=[CH:10][CH:11]=[CH:12][CH:13]=1. The catalyst class is: 1. (3) Reactant: [NH2:1][C:2]1[C:3]([Br:12])=[C:4]([CH:9]=[CH:10][CH:11]=1)[C:5]([O:7][CH3:8])=[O:6].[O:13]=[C:14]1[CH2:19][C:18](=O)[CH2:17][N:16]([C:21]([O:23][CH2:24][C:25]2[CH:30]=[CH:29][CH:28]=[CH:27][CH:26]=2)=[O:22])[CH2:15]1. Product: [Br:12][C:3]1[C:4]([C:5]([O:7][CH3:8])=[O:6])=[CH:9][CH:10]=[CH:11][C:2]=1[NH:1][C:18]1[CH2:17][N:16]([C:21]([O:23][CH2:24][C:25]2[CH:30]=[CH:29][CH:28]=[CH:27][CH:26]=2)=[O:22])[CH2:15][C:14](=[O:13])[CH:19]=1. The catalyst class is: 15. (4) Reactant: [F:1][C:2]1[C:11]2[O:10][CH2:9][CH:8]([CH2:12]OS(C3C=CC(C)=CC=3)(=O)=O)[O:7][C:6]=2[CH:5]=[C:4]([S:24]([CH3:27])(=[O:26])=[O:25])[CH:3]=1.[CH3:28][CH:29]([CH3:32])[CH2:30][NH2:31]. Product: [F:1][C:2]1[C:11]2[O:10][CH2:9][CH:8]([CH2:12][NH:31][CH2:30][CH:29]([CH3:32])[CH3:28])[O:7][C:6]=2[CH:5]=[C:4]([S:24]([CH3:27])(=[O:25])=[O:26])[CH:3]=1. The catalyst class is: 10. (5) Reactant: C[O:2][C:3](=[O:38])[C:4]([N:7]1[CH2:12][CH2:11][CH:10]([S:13][C:14]2[C:15]([F:37])=[CH:16][C:17]3[O:26][CH2:25][CH2:24][N:23]4[C:19](=[N:20][C:21]([C:27]5[N:28]([CH:33]([CH3:35])[CH3:34])[N:29]=[C:30]([CH3:32])[N:31]=5)=[CH:22]4)[C:18]=3[CH:36]=2)[CH2:9][CH2:8]1)([CH3:6])[CH3:5].[OH-].[Na+]. Product: [F:37][C:15]1[C:14]([S:13][CH:10]2[CH2:11][CH2:12][N:7]([C:4]([CH3:6])([CH3:5])[C:3]([OH:38])=[O:2])[CH2:8][CH2:9]2)=[CH:36][C:18]2[C:19]3[N:23]([CH2:24][CH2:25][O:26][C:17]=2[CH:16]=1)[CH:22]=[C:21]([C:27]1[N:28]([CH:33]([CH3:35])[CH3:34])[N:29]=[C:30]([CH3:32])[N:31]=1)[N:20]=3. The catalyst class is: 24. (6) Reactant: Br[C:2]1[S:6][C:5]([C:7]([N:9]([CH2:11][C:12]2[CH:17]=[CH:16][CH:15]=[C:14]([OH:18])[CH:13]=2)[CH3:10])=[O:8])=[CH:4][CH:3]=1.[F:19][C:20]1[CH:25]=[CH:24][C:23](B(O)O)=[CH:22][CH:21]=1. Product: [F:19][C:20]1[CH:25]=[CH:24][C:23]([C:2]2[S:6][C:5]([C:7]([N:9]([CH2:11][C:12]3[CH:17]=[CH:16][CH:15]=[C:14]([OH:18])[CH:13]=3)[CH3:10])=[O:8])=[CH:4][CH:3]=2)=[CH:22][CH:21]=1. The catalyst class is: 492.